Dataset: Reaction yield outcomes from USPTO patents with 853,638 reactions. Task: Predict the reaction yield, written as a fraction of the theoretical maximum amount of product (1.0 means a 100% yield; for example, 0.34 means a 34% yield). (1) The reactants are C([Si](C)(C)[O:6][CH2:7][CH2:8][O:9][C:10]1[CH:11]=[C:12]([CH:33]=[CH:34][CH:35]=1)[CH2:13][N:14]([CH3:32])[C:15]1[NH:16][C:17]2[C:22]([C:23](=[O:25])[N:24]=1)=[C:21]([O:26][CH3:27])[C:20]([O:28][CH3:29])=[C:19]([O:30][CH3:31])[CH:18]=2)(C)(C)C.[N+](CCCC)(CCCC)(CCCC)CCCC.[F-]. The catalyst is C1COCC1. The product is [OH:6][CH2:7][CH2:8][O:9][C:10]1[CH:11]=[C:12]([CH:33]=[CH:34][CH:35]=1)[CH2:13][N:14]([CH3:32])[C:15]1[NH:16][C:17]2[C:22]([C:23](=[O:25])[N:24]=1)=[C:21]([O:26][CH3:27])[C:20]([O:28][CH3:29])=[C:19]([O:30][CH3:31])[CH:18]=2. The yield is 0.166. (2) The reactants are [CH:1]1([O:6][C:7](=[O:26])[CH2:8][NH:9][CH2:10][C:11]2[CH:16]=[CH:15][C:14]([CH2:17][NH:18][C:19]([O:21][C:22]([CH3:25])([CH3:24])[CH3:23])=[O:20])=[CH:13][CH:12]=2)[CH2:5][CH2:4][CH2:3][CH2:2]1.C([O-])([O-])=O.[Na+].[Na+].Cl[C:34]([O:36][CH2:37][CH:38]1[C:50]2[CH:49]=[CH:48][CH:47]=[CH:46][C:45]=2[C:44]2[C:39]1=[CH:40][CH:41]=[CH:42][CH:43]=2)=[O:35].O. The catalyst is C(Cl)Cl.O1CCOCC1. The product is [CH:1]1([O:6][C:7](=[O:26])[CH2:8][N:9]([CH2:10][C:11]2[CH:12]=[CH:13][C:14]([CH2:17][NH:18][C:19]([O:21][C:22]([CH3:23])([CH3:25])[CH3:24])=[O:20])=[CH:15][CH:16]=2)[C:34]([O:36][CH2:37][CH:38]2[C:39]3[CH:40]=[CH:41][CH:42]=[CH:43][C:44]=3[C:45]3[C:50]2=[CH:49][CH:48]=[CH:47][CH:46]=3)=[O:35])[CH2:5][CH2:4][CH2:3][CH2:2]1. The yield is 1.00. (3) The reactants are [NH2:1][C:2]1[C:7]2[N:8]([CH3:15])[CH2:9][CH2:10][N:11]([CH3:14])[C:12](=[O:13])[C:6]=2[CH:5]=[CH:4][CH:3]=1.Cl[C:17]1[N:22]=[C:21]([NH:23][C:24]2[CH:29]=[CH:28][CH:27]=[CH:26][C:25]=2[S:30]([NH:33][CH3:34])(=[O:32])=[O:31])[C:20]([Cl:35])=[CH:19][N:18]=1.Cl. The catalyst is C(O)(C)C.O1CCOCC1.C(Cl)Cl. The product is [Cl:35][C:20]1[C:21]([NH:23][C:24]2[CH:29]=[CH:28][CH:27]=[CH:26][C:25]=2[S:30]([NH:33][CH3:34])(=[O:32])=[O:31])=[N:22][C:17]([NH:1][C:2]2[C:7]3[N:8]([CH3:15])[CH2:9][CH2:10][N:11]([CH3:14])[C:12](=[O:13])[C:6]=3[CH:5]=[CH:4][CH:3]=2)=[N:18][CH:19]=1. The yield is 0.530. (4) The yield is 0.960. The reactants are [Cl:1][C:2]1[C:3]([CH2:13]O)=[C:4]([C:8]2([OH:12])[CH2:11][CH2:10][CH2:9]2)[CH:5]=[CH:6][CH:7]=1.C1C(=O)N([Br:22])C(=O)C1.C1C=CC(P(C2C=CC=CC=2)C2C=CC=CC=2)=CC=1. The catalyst is C(Cl)Cl. The product is [Br:22][CH2:13][C:3]1[C:2]([Cl:1])=[CH:7][CH:6]=[CH:5][C:4]=1[C:8]1([OH:12])[CH2:11][CH2:10][CH2:9]1. (5) The reactants are [ClH:1].O1CCOCC1.[OH:8][C@H:9]1[C:13]2[N:14]=[CH:15][N:16]=[C:17]([N:18]3[CH2:23][CH2:22][N:21](C(OC(C)(C)C)=O)[CH2:20][CH2:19]3)[C:12]=2[C@H:11]([CH3:31])[CH2:10]1. The catalyst is O1CCOCC1. The product is [ClH:1].[ClH:1].[CH3:31][C@H:11]1[C:12]2[C:17]([N:18]3[CH2:19][CH2:20][NH:21][CH2:22][CH2:23]3)=[N:16][CH:15]=[N:14][C:13]=2[C@H:9]([OH:8])[CH2:10]1. The yield is 0.798. (6) The reactants are [O:1]([C:8]1[CH:16]=[CH:15][C:11]([C:12]([OH:14])=O)=[CH:10][CH:9]=1)[C:2]1[CH:7]=[CH:6][CH:5]=[CH:4][CH:3]=1.ON1C2C=CC=CC=2N=N1.Cl.CN(C)CCCN=C=NCC.C(N(CC)CC)C.[NH2:46][C:47]1[CH:52]=[C:51]([CH3:53])[N:50]=[C:49]([OH:54])[C:48]=1[CH2:55][NH2:56]. The catalyst is ClCCl.O. The product is [NH2:46][C:47]1[CH:52]=[C:51]([CH3:53])[N:50]=[C:49]([OH:54])[C:48]=1[CH2:55][NH:56][C:12](=[O:14])[C:11]1[CH:10]=[CH:9][C:8]([O:1][C:2]2[CH:3]=[CH:4][CH:5]=[CH:6][CH:7]=2)=[CH:16][CH:15]=1. The yield is 0.570. (7) The reactants are [H-].[Na+].[CH2:3]([OH:10])[C:4]1[CH:9]=[CH:8][CH:7]=[CH:6][CH:5]=1.Cl[C:12]1[CH:17]=[C:16]([C:18]#[N:19])[CH:15]=[CH:14][N:13]=1.C(OCC)(=O)C. The catalyst is O1CCCC1.O. The product is [CH2:3]([O:10][C:12]1[CH:17]=[C:16]([CH:15]=[CH:14][N:13]=1)[C:18]#[N:19])[C:4]1[CH:9]=[CH:8][CH:7]=[CH:6][CH:5]=1. The yield is 0.620. (8) The reactants are F[C:2]1[CH:7]=[CH:6][C:5](I)=[CH:4][CH:3]=1.[F:9][C:10]1([F:24])[CH2:16][N:15]([C:17]([O:19][C:20]([CH3:23])([CH3:22])[CH3:21])=[O:18])[CH2:14][CH2:13][NH:12][CH2:11]1.C(=O)([O-])[O-].[Cs+].[Cs+].C1(P(C2C=CC=CC=2)C2C=CC3C(=CC=CC=3)C=2C2C3C(=CC=CC=3)C=CC=2P(C2C=CC=CC=2)C2C=CC=CC=2)C=CC=CC=1. The catalyst is C([O-])(=O)C.[Cu+2].C([O-])(=O)C.C1(C)C=CC=CC=1. The product is [F:24][C:10]1([F:9])[CH2:16][N:15]([C:17]([O:19][C:20]([CH3:22])([CH3:21])[CH3:23])=[O:18])[CH2:14][CH2:13][N:12]([C:2]2[CH:7]=[CH:6][CH:5]=[CH:4][CH:3]=2)[CH2:11]1. The yield is 0.110.